From a dataset of Catalyst prediction with 721,799 reactions and 888 catalyst types from USPTO. Predict which catalyst facilitates the given reaction. (1) Reactant: [C:1]([CH2:3][C:4]([NH2:6])=[O:5])#[N:2].[S:7]1[CH:11]=[CH:10][C:9]([CH:12](Cl)[NH:13][OH:14])=[CH:8]1. Product: [NH2:2][C:1]1[O:14][N:13]=[C:12]([C:9]2[CH:10]=[CH:11][S:7][CH:8]=2)[C:3]=1[C:4]([NH2:6])=[O:5]. The catalyst class is: 1. (2) Reactant: Br[C:2]1[C:3]2[C:8]([CH:9]=[C:10]3[C:15]=1[CH:14]=[CH:13][CH:12]=[CH:11]3)=[CH:7][CH:6]=[CH:5][CH:4]=2.[F:16][C:17]([F:28])([F:27])[C:18]1[CH:23]=[CH:22][C:21](B(O)O)=[CH:20][CH:19]=1.C1(C)C=CC=CC=1P(C1C=CC=CC=1C)C1C=CC=CC=1C.C(=O)([O-])[O-].[K+].[K+]. Product: [F:16][C:17]([F:28])([F:27])[C:18]1[CH:23]=[CH:22][C:21]([C:2]2[C:3]3[C:8]([CH:9]=[C:10]4[C:15]=2[CH:14]=[CH:13][CH:12]=[CH:11]4)=[CH:7][CH:6]=[CH:5][CH:4]=3)=[CH:20][CH:19]=1. The catalyst class is: 57. (3) The catalyst class is: 2. Reactant: F[C:2](F)(F)[C:3]([OH:5])=O.[NH2:8][C:9]1[CH:10]=[C:11]([C:21](=[O:23])[CH3:22])[CH:12]=[C:13]([S:15]([F:20])([F:19])([F:18])([F:17])[F:16])[CH:14]=1.C(N(CC)CC)C.C(OC(=O)C)(=O)C. Product: [C:21]([C:11]1[CH:10]=[C:9]([NH:8][C:3](=[O:5])[CH3:2])[CH:14]=[C:13]([S:15]([F:16])([F:20])([F:17])([F:18])[F:19])[CH:12]=1)(=[O:23])[CH3:22].